From a dataset of Catalyst prediction with 721,799 reactions and 888 catalyst types from USPTO. Predict which catalyst facilitates the given reaction. (1) Reactant: [NH:1]1[CH2:4][CH:3]([C:5]([OH:7])=[O:6])[CH2:2]1.[C:8](O[C:8]([O:10][C:11]([CH3:14])([CH3:13])[CH3:12])=[O:9])([O:10][C:11]([CH3:14])([CH3:13])[CH3:12])=[O:9]. Product: [C:11]([O:10][C:8]([N:1]1[CH2:4][CH:3]([C:5]([OH:7])=[O:6])[CH2:2]1)=[O:9])([CH3:14])([CH3:13])[CH3:12]. The catalyst class is: 4. (2) Reactant: [OH:1][C:2]1[CH:3]=[C:4]2[C:8](=[CH:9][CH:10]=1)[N:7]([C:11]1[CH:16]=[CH:15][CH:14]=[C:13]([I:17])[CH:12]=1)[N:6]=[C:5]2[C:18]([NH2:20])=[O:19].Cl.Cl[CH2:23][CH2:24][N:25]1[CH2:30][CH2:29][O:28][CH2:27][CH2:26]1.C(=O)([O-])[O-].[K+].[K+]. Product: [I:17][C:13]1[CH:12]=[C:11]([N:7]2[C:8]3[C:4](=[CH:3][C:2]([O:1][CH2:23][CH2:24][N:25]4[CH2:30][CH2:29][O:28][CH2:27][CH2:26]4)=[CH:10][CH:9]=3)[C:5]([C:18]([NH2:20])=[O:19])=[N:6]2)[CH:16]=[CH:15][CH:14]=1. The catalyst class is: 372. (3) Reactant: [Cl:1][C:2]1[C:7]([CH3:8])=[CH:6][C:5]([OH:9])=[CH:4][C:3]=1[CH3:10].[CH3:11]C(C)=O.C(=O)([O-])[O-].[K+].[K+].IC. Product: [CH3:11][O:9][C:5]1[CH:6]=[C:7]([CH3:8])[C:2]([Cl:1])=[C:3]([CH3:10])[CH:4]=1. The catalyst class is: 6. (4) Reactant: Cl[C:2]1[CH:12]=[N:11][C:5]2[N:6]=[C:7]([NH2:10])[N:8]=[CH:9][C:4]=2[CH:3]=1.[C:13]1([CH3:22])[CH:18]=[CH:17][CH:16]=[CH:15][C:14]=1B(O)O.[F-].[Cs+].O. Product: [C:13]1([CH3:22])[CH:18]=[CH:17][CH:16]=[CH:15][C:14]=1[C:2]1[CH:12]=[N:11][C:5]2[N:6]=[C:7]([NH2:10])[N:8]=[CH:9][C:4]=2[CH:3]=1. The catalyst class is: 77. (5) Reactant: [Cl:1][C:2]1[C:3]([C:16]2[CH:21]=[CH:20][C:19]([F:22])=[C:18]([NH:23][CH2:24][C:25]3(OC)[CH2:30][CH2:29][O:28][CH2:27][CH2:26]3)[N:17]=2)=[CH:4][C:5]([NH:8]C(=O)OC(C)(C)C)=[N:6][CH:7]=1.FC(F)(F)C(O)=O. Product: [Cl:1][C:2]1[C:3]([C:16]2[CH:21]=[CH:20][C:19]([F:22])=[C:18]([NH:23][CH2:24][CH:25]3[CH2:30][CH2:29][O:28][CH2:27][CH2:26]3)[N:17]=2)=[CH:4][C:5]([NH2:8])=[N:6][CH:7]=1. The catalyst class is: 4. (6) Reactant: [Cl:1][C:2]1[CH:7]=[C:6]([NH2:8])[C:5]([NH:9][CH:10]2[CH2:14][CH2:13][S:12](=[O:16])(=[O:15])[CH2:11]2)=[C:4]([F:17])[CH:3]=1.[Cl:18][CH2:19][C:20](OC)(OC)OC.CC1C=CC(S(OC)(=O)=O)=CC=1. Product: [Cl:1][C:2]1[CH:3]=[C:4]([F:17])[C:5]2[N:9]([CH:10]3[CH2:14][CH2:13][S:12](=[O:15])(=[O:16])[CH2:11]3)[C:20]([CH2:19][Cl:18])=[N:8][C:6]=2[CH:7]=1. The catalyst class is: 4. (7) Reactant: [Br:1][C:2]1[CH:7]=[CH:6][C:5]([Br:8])=[CH:4][C:3]=1[S:9]([NH:12][C@H:13]1[CH2:17][N:16]([C:18]([O:20][C:21]([CH3:24])([CH3:23])[CH3:22])=[O:19])[C@@H:15]([CH2:25][N:26]2C(=O)C3C(=CC=CC=3)C2=O)[CH2:14]1)(=[O:11])=[O:10].O.NN. Product: [NH2:26][CH2:25][C@H:15]1[CH2:14][C@@H:13]([NH:12][S:9]([C:3]2[CH:4]=[C:5]([Br:8])[CH:6]=[CH:7][C:2]=2[Br:1])(=[O:10])=[O:11])[CH2:17][N:16]1[C:18]([O:20][C:21]([CH3:24])([CH3:23])[CH3:22])=[O:19]. The catalyst class is: 14.